Dataset: Peptide-MHC class I binding affinity with 185,985 pairs from IEDB/IMGT. Task: Regression. Given a peptide amino acid sequence and an MHC pseudo amino acid sequence, predict their binding affinity value. This is MHC class I binding data. (1) The peptide sequence is DFAQGWGPI. The MHC is Patr-A0901 with pseudo-sequence Patr-A0901. The binding affinity (normalized) is 0.318. (2) The peptide sequence is RNMSRIFPY. The MHC is HLA-A03:01 with pseudo-sequence HLA-A03:01. The binding affinity (normalized) is 0.0847. (3) The peptide sequence is DVSRPTAVV. The MHC is HLA-A02:06 with pseudo-sequence HLA-A02:06. The binding affinity (normalized) is 0. (4) The peptide sequence is VPDADPPIPY. The MHC is HLA-B35:01 with pseudo-sequence HLA-B35:01. The binding affinity (normalized) is 0.542. (5) The peptide sequence is AIDDFCLFA. The MHC is HLA-B27:03 with pseudo-sequence HLA-B27:03. The binding affinity (normalized) is 0.0847. (6) The peptide sequence is RLYDYFTRV. The MHC is HLA-B53:01 with pseudo-sequence HLA-B53:01. The binding affinity (normalized) is 0. (7) The peptide sequence is MTYKAAVL. The MHC is HLA-B18:01 with pseudo-sequence HLA-B18:01. The binding affinity (normalized) is 0.